From a dataset of Forward reaction prediction with 1.9M reactions from USPTO patents (1976-2016). Predict the product of the given reaction. (1) The product is: [C:23]([C:27]1[CH:31]=[C:30]([NH:32][C:33]([NH:19][C:18]2[CH:20]=[CH:21][CH:22]=[C:16]([S:15][C:6]3[C:5]4[C:10](=[CH:11][C:12]([O:13][CH3:14])=[C:3]([O:2][CH3:1])[CH:4]=4)[N:9]=[CH:8][N:7]=3)[CH:17]=2)=[O:34])[N:29]([C:42]2[CH:43]=[N:44][CH:45]=[C:46]([F:48])[CH:47]=2)[N:28]=1)([CH3:26])([CH3:24])[CH3:25]. Given the reactants [CH3:1][O:2][C:3]1[CH:4]=[C:5]2[C:10](=[CH:11][C:12]=1[O:13][CH3:14])[N:9]=[CH:8][N:7]=[C:6]2[S:15][C:16]1[CH:17]=[C:18]([CH:20]=[CH:21][CH:22]=1)[NH2:19].[C:23]([C:27]1[CH:31]=[C:30]([NH:32][C:33](=O)[O:34]C2C=CC=CC=2)[N:29]([C:42]2[CH:43]=[N:44][CH:45]=[C:46]([F:48])[CH:47]=2)[N:28]=1)([CH3:26])([CH3:25])[CH3:24], predict the reaction product. (2) Given the reactants Br[C:2]1[S:3][C:4](Br)=[CH:5][C:6]=1[Br:7].[CH3:9][O:10][C:11]1[CH:16]=[CH:15][C:14](B(O)O)=[CH:13][CH:12]=1.[C:20](=[O:23])([O-])[O-].[Na+].[Na+].C(Cl)(Cl)Cl, predict the reaction product. The product is: [Br:7][C:6]1[CH:5]=[C:4]([C:14]2[CH:15]=[CH:16][C:11]([O:10][CH3:9])=[CH:12][CH:13]=2)[S:3][C:2]=1[C:11]1[CH:16]=[CH:15][C:14]([O:23][CH3:20])=[CH:13][CH:12]=1. (3) Given the reactants [C:1]([O:7][CH2:8][CH3:9])(=[O:6])[CH2:2][C:3]([O-:5])=O.[K+].[Mg+2].[Cl-].[Cl-].[F:14][C:15]1[CH:23]=[CH:22][C:21]([C:24]([F:27])([F:26])[F:25])=[CH:20][C:16]=1C(Cl)=O.Cl, predict the reaction product. The product is: [F:14][C:15]1[CH:16]=[CH:20][C:21]([C:24]([F:25])([F:26])[F:27])=[CH:22][C:23]=1[C:3](=[O:5])[CH2:2][C:1]([O:7][CH2:8][CH3:9])=[O:6].